This data is from NCI-60 drug combinations with 297,098 pairs across 59 cell lines. The task is: Regression. Given two drug SMILES strings and cell line genomic features, predict the synergy score measuring deviation from expected non-interaction effect. (1) Drug 1: CC1=C2C(C(=O)C3(C(CC4C(C3C(C(C2(C)C)(CC1OC(=O)C(C(C5=CC=CC=C5)NC(=O)OC(C)(C)C)O)O)OC(=O)C6=CC=CC=C6)(CO4)OC(=O)C)OC)C)OC. Drug 2: CC1=C(C(=O)C2=C(C1=O)N3CC4C(C3(C2COC(=O)N)OC)N4)N. Cell line: TK-10. Synergy scores: CSS=48.9, Synergy_ZIP=1.98, Synergy_Bliss=1.94, Synergy_Loewe=-12.1, Synergy_HSA=4.74. (2) Drug 1: C1=CC(=C2C(=C1NCCNCCO)C(=O)C3=C(C=CC(=C3C2=O)O)O)NCCNCCO. Drug 2: CC1OCC2C(O1)C(C(C(O2)OC3C4COC(=O)C4C(C5=CC6=C(C=C35)OCO6)C7=CC(=C(C(=C7)OC)O)OC)O)O. Cell line: SK-MEL-28. Synergy scores: CSS=51.8, Synergy_ZIP=7.50, Synergy_Bliss=8.59, Synergy_Loewe=-1.76, Synergy_HSA=11.6. (3) Drug 1: C1=NC2=C(N1)C(=S)N=CN2. Drug 2: CS(=O)(=O)OCCCCOS(=O)(=O)C. Cell line: SK-MEL-28. Synergy scores: CSS=11.9, Synergy_ZIP=-1.94, Synergy_Bliss=3.30, Synergy_Loewe=-2.59, Synergy_HSA=2.33.